From a dataset of Catalyst prediction with 721,799 reactions and 888 catalyst types from USPTO. Predict which catalyst facilitates the given reaction. (1) Reactant: [C:1]([C:9]1[CH:24]=[C:23]([CH2:25][CH3:26])[CH:22]=[CH:21][C:10]=1[O:11][CH2:12][CH2:13][CH:14]([O:16]S(C)(=O)=O)[CH3:15])(=[O:8])[C:2]1[CH:7]=[CH:6][CH:5]=[CH:4][CH:3]=1.[CH3:27][O:28][C:29](=[O:40])[CH2:30][CH2:31][C:32]1[CH:37]=[CH:36][C:35](O)=[CH:34][C:33]=1[CH3:39].C([O-])([O-])=O.[Cs+].[Cs+]. Product: [CH3:27][O:28][C:29](=[O:40])[CH2:30][CH2:31][C:32]1[CH:37]=[CH:36][C:35]([O:16][CH:14]([CH3:15])[CH2:13][CH2:12][O:11][C:10]2[CH:21]=[CH:22][C:23]([CH2:25][CH3:26])=[CH:24][C:9]=2[C:1](=[O:8])[C:2]2[CH:7]=[CH:6][CH:5]=[CH:4][CH:3]=2)=[CH:34][C:33]=1[CH3:39]. The catalyst class is: 215. (2) Reactant: Br[C:2]1[CH:7]=[CH:6][CH:5]=[CH:4][C:3]=1[CH:8]([OH:13])[C:9]([O:11][CH3:12])=[O:10].[C:14]1(B(O)O)[CH:19]=[CH:18][CH:17]=[CH:16][CH:15]=1.P([O-])([O-])([O-])=O.[K+].[K+].[K+]. Product: [C:2]1([C:14]2[CH:19]=[CH:18][CH:17]=[CH:16][CH:15]=2)[CH:7]=[CH:6][CH:5]=[CH:4][C:3]=1[CH:8]([OH:13])[C:9]([O:11][CH3:12])=[O:10]. The catalyst class is: 12.